This data is from CYP1A2 inhibition data for predicting drug metabolism from PubChem BioAssay. The task is: Regression/Classification. Given a drug SMILES string, predict its absorption, distribution, metabolism, or excretion properties. Task type varies by dataset: regression for continuous measurements (e.g., permeability, clearance, half-life) or binary classification for categorical outcomes (e.g., BBB penetration, CYP inhibition). Dataset: cyp1a2_veith. (1) The compound is Cc1ccc(-n2cnc(=O)c3cccnc32)cc1. The result is 0 (non-inhibitor). (2) The compound is COc1ccccc1N1CCN(Cc2cc(=O)n3ccsc3n2)CC1. The result is 0 (non-inhibitor). (3) The molecule is CCOC(=O)C1CCCN(C/C=C/c2ccccc2[N+](=O)[O-])C1. The result is 1 (inhibitor). (4) The drug is C=CCN1C(=NC(=O)CC)SC2CS(=O)(=O)CC21. The result is 0 (non-inhibitor). (5) The compound is Cc1ccccc1N(C(=O)Cc1cccs1)C(C(=O)NCC1CCCO1)c1cccnc1. The result is 0 (non-inhibitor). (6) The drug is O=C(c1coc2ccccc2c1=O)N1CCN(c2cccc(C(F)(F)F)c2)CC1. The result is 1 (inhibitor).